This data is from Peptide-MHC class I binding affinity with 185,985 pairs from IEDB/IMGT. The task is: Regression. Given a peptide amino acid sequence and an MHC pseudo amino acid sequence, predict their binding affinity value. This is MHC class I binding data. (1) The peptide sequence is NLVQYRILPM. The MHC is HLA-A02:03 with pseudo-sequence HLA-A02:03. The binding affinity (normalized) is 0.335. (2) The binding affinity (normalized) is 0.107. The MHC is H-2-Db with pseudo-sequence H-2-Db. The peptide sequence is SNFVFAGI. (3) The peptide sequence is WTQALRREL. The MHC is HLA-A32:01 with pseudo-sequence HLA-A32:01. The binding affinity (normalized) is 0. (4) The peptide sequence is AIMPARFYPK. The MHC is HLA-A11:01 with pseudo-sequence HLA-A11:01. The binding affinity (normalized) is 0.683.